From a dataset of Peptide-MHC class I binding affinity with 185,985 pairs from IEDB/IMGT. Regression. Given a peptide amino acid sequence and an MHC pseudo amino acid sequence, predict their binding affinity value. This is MHC class I binding data. (1) The peptide sequence is RPVGISSMV. The MHC is HLA-B15:01 with pseudo-sequence HLA-B15:01. The binding affinity (normalized) is 0.0847. (2) The peptide sequence is AYIDNYNKF. The MHC is HLA-B14:01 with pseudo-sequence HLA-B14:02. The binding affinity (normalized) is 0.276. (3) The peptide sequence is LWLLWPVTL. The MHC is HLA-A01:01 with pseudo-sequence HLA-A01:01. The binding affinity (normalized) is 0. (4) The peptide sequence is SMFASCNL. The MHC is H-2-Db with pseudo-sequence H-2-Db. The binding affinity (normalized) is 0.244.